Dataset: Reaction yield outcomes from USPTO patents with 853,638 reactions. Task: Predict the reaction yield, written as a fraction of the theoretical maximum amount of product (1.0 means a 100% yield; for example, 0.34 means a 34% yield). (1) The reactants are [Br:1][C:2]1[S:6][C:5]([C:7]([OH:9])=O)=[CH:4][CH:3]=1.C1CN([P+](Br)(N2CCCC2)N2CCCC2)CC1.F[P-](F)(F)(F)(F)F.C(N(C(C)C)CC)(C)C.[NH2:43][CH:44]([C:54]1[CH:59]=[CH:58][CH:57]=[CH:56][CH:55]=1)[CH2:45][NH:46][C:47](=[O:53])[O:48][C:49]([CH3:52])([CH3:51])[CH3:50]. The catalyst is C(Cl)Cl. The product is [Br:1][C:2]1[S:6][C:5]([C:7]([NH:43][CH:44]([C:54]2[CH:59]=[CH:58][CH:57]=[CH:56][CH:55]=2)[CH2:45][NH:46][C:47](=[O:53])[O:48][C:49]([CH3:52])([CH3:50])[CH3:51])=[O:9])=[CH:4][CH:3]=1. The yield is 0.620. (2) The reactants are [Cl:1][C:2]1[N:10]=[C:9]2[C:5]([N:6]=[C:7]([CH2:12][CH:13]=O)[N:8]2[CH3:11])=[C:4]([N:15]2[CH2:20][CH2:19][O:18][CH2:17][CH2:16]2)[N:3]=1.[N:21]1([C:27]([CH3:32])([CH3:31])[C:28]([NH2:30])=[O:29])[CH2:26][CH2:25][NH:24][CH2:23][CH2:22]1.C(OC)(OC)OC.C(O)(=O)C.C(O[BH-](OC(=O)C)OC(=O)C)(=O)C.[Na+]. The catalyst is ClCCCl. The product is [Cl:1][C:2]1[N:10]=[C:9]2[C:5]([N:6]=[C:7]([CH2:12][CH2:13][N:24]3[CH2:23][CH2:22][N:21]([C:27]([CH3:32])([CH3:31])[C:28]([NH2:30])=[O:29])[CH2:26][CH2:25]3)[N:8]2[CH3:11])=[C:4]([N:15]2[CH2:20][CH2:19][O:18][CH2:17][CH2:16]2)[N:3]=1. The yield is 0.420.